Dataset: NCI-60 drug combinations with 297,098 pairs across 59 cell lines. Task: Regression. Given two drug SMILES strings and cell line genomic features, predict the synergy score measuring deviation from expected non-interaction effect. (1) Drug 1: CS(=O)(=O)C1=CC(=C(C=C1)C(=O)NC2=CC(=C(C=C2)Cl)C3=CC=CC=N3)Cl. Drug 2: CC(C)CN1C=NC2=C1C3=CC=CC=C3N=C2N. Cell line: SF-268. Synergy scores: CSS=8.38, Synergy_ZIP=3.87, Synergy_Bliss=8.11, Synergy_Loewe=3.88, Synergy_HSA=3.81. (2) Drug 1: CN(C)C1=NC(=NC(=N1)N(C)C)N(C)C. Drug 2: B(C(CC(C)C)NC(=O)C(CC1=CC=CC=C1)NC(=O)C2=NC=CN=C2)(O)O. Cell line: OVCAR-5. Synergy scores: CSS=-4.80, Synergy_ZIP=1.03, Synergy_Bliss=-2.49, Synergy_Loewe=-6.15, Synergy_HSA=-6.40. (3) Drug 1: C1CCC(C1)C(CC#N)N2C=C(C=N2)C3=C4C=CNC4=NC=N3. Drug 2: CCCS(=O)(=O)NC1=C(C(=C(C=C1)F)C(=O)C2=CNC3=C2C=C(C=N3)C4=CC=C(C=C4)Cl)F. Cell line: BT-549. Synergy scores: CSS=-3.01, Synergy_ZIP=2.62, Synergy_Bliss=-0.117, Synergy_Loewe=-3.44, Synergy_HSA=-3.73. (4) Drug 1: CCC1=C2CN3C(=CC4=C(C3=O)COC(=O)C4(CC)O)C2=NC5=C1C=C(C=C5)O. Drug 2: CC1C(C(CC(O1)OC2CC(OC(C2O)C)OC3=CC4=CC5=C(C(=O)C(C(C5)C(C(=O)C(C(C)O)O)OC)OC6CC(C(C(O6)C)O)OC7CC(C(C(O7)C)O)OC8CC(C(C(O8)C)O)(C)O)C(=C4C(=C3C)O)O)O)O. Cell line: SF-539. Synergy scores: CSS=86.5, Synergy_ZIP=0.543, Synergy_Bliss=-0.980, Synergy_Loewe=-3.38, Synergy_HSA=-1.62. (5) Synergy scores: CSS=19.1, Synergy_ZIP=-4.02, Synergy_Bliss=-3.33, Synergy_Loewe=-9.89, Synergy_HSA=-2.40. Cell line: NCI-H522. Drug 2: CC1=C(N=C(N=C1N)C(CC(=O)N)NCC(C(=O)N)N)C(=O)NC(C(C2=CN=CN2)OC3C(C(C(C(O3)CO)O)O)OC4C(C(C(C(O4)CO)O)OC(=O)N)O)C(=O)NC(C)C(C(C)C(=O)NC(C(C)O)C(=O)NCCC5=NC(=CS5)C6=NC(=CS6)C(=O)NCCC[S+](C)C)O. Drug 1: C1=CC(=CC=C1CCC2=CNC3=C2C(=O)NC(=N3)N)C(=O)NC(CCC(=O)O)C(=O)O.